Dataset: Catalyst prediction with 721,799 reactions and 888 catalyst types from USPTO. Task: Predict which catalyst facilitates the given reaction. (1) Reactant: [CH3:1][C:2]1[CH:3]=[C:4]([OH:9])[CH:5]=[CH:6][C:7]=1[CH3:8].C(=O)([O-])[O-].[K+].[K+].Br[CH2:17][C:18]([O:20][CH3:21])=[O:19]. Product: [CH3:21][O:20][C:18](=[O:19])[CH2:17][O:9][C:4]1[CH:5]=[CH:6][C:7]([CH3:8])=[C:2]([CH3:1])[CH:3]=1. The catalyst class is: 131. (2) Reactant: [CH3:1][O:2][C:3]1[CH:4]=[C:5]([C:11]2[C:12]([CH3:34])([CH3:33])[C:13](=[O:32])[N:14]([CH:16]3[CH2:21][CH2:20][N:19]([C:22]([C:24]4[CH:29]=[C:28]([OH:30])[CH:27]=[CH:26][C:25]=4[CH3:31])=[O:23])[CH2:18][CH2:17]3)[N:15]=2)[CH:6]=[CH:7][C:8]=1[O:9][CH3:10].Br[CH2:36][CH:37]1[CH2:39][CH2:38]1.[OH-].[Na+]. Product: [CH:37]1([CH2:36][O:30][C:28]2[CH:27]=[CH:26][C:25]([CH3:31])=[C:24]([C:22]([N:19]3[CH2:20][CH2:21][CH:16]([N:14]4[C:13](=[O:32])[C:12]([CH3:34])([CH3:33])[C:11]([C:5]5[CH:6]=[CH:7][C:8]([O:9][CH3:10])=[C:3]([O:2][CH3:1])[CH:4]=5)=[N:15]4)[CH2:17][CH2:18]3)=[O:23])[CH:29]=2)[CH2:39][CH2:38]1. The catalyst class is: 8.